This data is from Reaction yield outcomes from USPTO patents with 853,638 reactions. The task is: Predict the reaction yield, written as a fraction of the theoretical maximum amount of product (1.0 means a 100% yield; for example, 0.34 means a 34% yield). (1) The reactants are [NH2:1][C:2]1[S:3][C:4]2[CH:10]=[C:9]([F:11])[CH:8]=[C:7]([F:12])[C:5]=2[N:6]=1.[C:13]1([CH3:22])[CH:18]=[CH:17][C:16]([C:19](Cl)=[O:20])=[CH:15][CH:14]=1.Br[CH:24]([CH2:29][CH3:30])[C:25]([O:27]C)=[O:26].NC1SC2C=CC=CC=2N=1.C(Cl)(=O)C1C=CC=CC=1.BrCC(OCC)=O. No catalyst specified. The product is [F:12][C:7]1[C:5]2[N:6]([CH:24]([CH2:29][CH3:30])[C:25]([OH:27])=[O:26])[C:2](=[N:1][C:19](=[O:20])[C:16]3[CH:17]=[CH:18][C:13]([CH3:22])=[CH:14][CH:15]=3)[S:3][C:4]=2[CH:10]=[C:9]([F:11])[CH:8]=1. The yield is 0.350. (2) The reactants are [C:1]1(B(O)O)[C:10]2[C:5](=[CH:6][CH:7]=[CH:8][CH:9]=2)[CH:4]=[CH:3][CH:2]=1.[C:14]1([C:26]2[C:27](=[O:42])[NH:28][C:29](=[O:41])[C:30]=2[C:31]2[C:39]3[C:34](=[CH:35][CH:36]=[C:37](Br)[CH:38]=3)[NH:33][CH:32]=2)[C:24]2=[C:25]3[C:20](=[CH:21][CH:22]=[CH:23]2)[CH2:19][CH2:18][CH2:17][N:16]3[CH:15]=1.O. The catalyst is C1(C)C=CC=CC=1.C(O)C.C([O-])(O)=O.[Na+]. The product is [C:14]1([C:26]2[C:27](=[O:42])[NH:28][C:29](=[O:41])[C:30]=2[C:31]2[C:39]3[C:34](=[CH:35][CH:36]=[C:37]([C:1]4[C:10]5[C:5](=[CH:6][CH:7]=[CH:8][CH:9]=5)[CH:4]=[CH:3][CH:2]=4)[CH:38]=3)[NH:33][CH:32]=2)[C:24]2=[C:25]3[C:20](=[CH:21][CH:22]=[CH:23]2)[CH2:19][CH2:18][CH2:17][N:16]3[CH:15]=1. The yield is 0.710. (3) The catalyst is C(#N)C. The product is [C:1]([N:9]1[CH2:14][CH2:13][N:12]([C:15](=[O:30])[C@@H:16]([O:18][C:19]2[CH:28]=[CH:27][C:26]([Cl:32])=[C:25]3[C:20]=2[CH:21]=[CH:22][C:23]([Cl:29])=[N:24]3)[CH3:17])[C@H:11]([CH3:31])[CH2:10]1)(=[O:8])[C:2]1[CH:3]=[CH:4][CH:5]=[CH:6][CH:7]=1. The yield is 0.780. The reactants are [C:1]([N:9]1[CH2:14][CH2:13][N:12]([C:15](=[O:30])[C@@H:16]([O:18][C:19]2[CH:28]=[CH:27][CH:26]=[C:25]3[C:20]=2[CH:21]=[CH:22][C:23]([Cl:29])=[N:24]3)[CH3:17])[C@H:11]([CH3:31])[CH2:10]1)(=[O:8])[C:2]1[CH:7]=[CH:6][CH:5]=[CH:4][CH:3]=1.[Cl:32]N1C(=O)CCC1=O. (4) The reactants are [NH:1]1[CH:5]=[CH:4][N:3]=[CH:2]1.CN(C=O)C.C1C=CC(P(C2C=CC=CC=2)C2C=CC=CC=2)=CC=1.[CH3:30][O:31][CH2:32][CH:33]([NH:35][C:36]([C:38]1[CH:39]=[C:40]([C:45]2[CH:50]=[CH:49][C:48]([CH3:51])=[CH:47][CH:46]=2)[CH:41]=[C:42](I)[CH:43]=1)=[O:37])[CH3:34]. The catalyst is O1CCOCC1.O.[Cu]I.CC([O-])=O.CC([O-])=O.[Pd+2]. The product is [CH3:30][O:31][CH2:32][CH:33]([NH:35][C:36]([C:38]1[CH:39]=[C:40]([C:45]2[CH:46]=[CH:47][C:48]([CH3:51])=[CH:49][CH:50]=2)[CH:41]=[C:42]([C:2]2[NH:1][CH:5]=[CH:4][N:3]=2)[CH:43]=1)=[O:37])[CH3:34]. The yield is 0.650. (5) The catalyst is CN(C=O)C. The yield is 0.940. The product is [CH:18]([C:14]1[N:13]([CH2:2][C:3]([NH:5][C:6]2[CH:11]=[CH:10][CH:9]=[C:8]([I:12])[CH:7]=2)=[O:4])[CH:17]=[CH:16][N:15]=1)=[O:19]. The reactants are Br[CH2:2][C:3]([NH:5][C:6]1[CH:11]=[CH:10][CH:9]=[C:8]([I:12])[CH:7]=1)=[O:4].[NH:13]1[CH:17]=[CH:16][N:15]=[C:14]1[CH:18]=[O:19].CCN(C(C)C)C(C)C. (6) The reactants are [Br:1][C:2]1[C:7]([OH:8])=[CH:6][C:5]([Br:9])=[CH:4][N:3]=1.C(=O)([O-])[O-].[K+].[K+].[CH2:16](Br)[C:17]1[CH:22]=[CH:21][CH:20]=[CH:19][CH:18]=1. The catalyst is CN(C)C=O.O. The product is [CH2:16]([O:8][C:7]1[C:2]([Br:1])=[N:3][CH:4]=[C:5]([Br:9])[CH:6]=1)[C:17]1[CH:22]=[CH:21][CH:20]=[CH:19][CH:18]=1. The yield is 0.780. (7) The reactants are C(N1C=CN=C1)(N1C=CN=C1)=O.[C:13]([NH:16][C:17]1[CH:25]=[CH:24][C:20]([C:21]([OH:23])=O)=[CH:19][CH:18]=1)(=[O:15])[CH3:14].[CH2:26]([O:28][C:29](=[O:34])[CH2:30]C(O)=O)[CH3:27]. The catalyst is O1CCCC1.C(OCC)(=O)C. The product is [C:13]([NH:16][C:17]1[CH:18]=[CH:19][C:20]([C:21](=[O:23])[CH2:30][C:29]([O:28][CH2:26][CH3:27])=[O:34])=[CH:24][CH:25]=1)(=[O:15])[CH3:14]. The yield is 0.820. (8) The reactants are [CH3:1][O:2][C:3](=[O:18])[C@H:4]([NH2:17])[CH2:5][CH2:6][CH2:7][CH2:8][NH:9][C:10]([O:12][C:13]([CH3:16])([CH3:15])[CH3:14])=[O:11].[CH3:19][C:20]1[CH:21]=[C:22](B(O)O)[CH:23]=[C:24]([CH3:27])[C:25]=1[F:26].C(N(CC)CC)C. The catalyst is ClCCl.CC([O-])=O.CC([O-])=O.[Cu+2]. The product is [CH3:1][O:2][C:3](=[O:18])[C@H:4]([NH:17][C:22]1[CH:23]=[C:24]([CH3:27])[C:25]([F:26])=[C:20]([CH3:19])[CH:21]=1)[CH2:5][CH2:6][CH2:7][CH2:8][NH:9][C:10]([O:12][C:13]([CH3:14])([CH3:15])[CH3:16])=[O:11]. The yield is 0.800. (9) The reactants are Br[C:2]1[CH:7]=[CH:6][C:5]([C:8]([NH:11][C:12](=[O:22])[O:13][CH:14]2[CH:19]3[CH2:20][CH2:21][N:16]([CH2:17][CH2:18]3)[CH2:15]2)([CH3:10])[CH3:9])=[CH:4][CH:3]=1.[N:23]1[CH:28]=[C:27](B(O)O)[CH:26]=[N:25][CH:24]=1. No catalyst specified. The product is [N:23]1[CH:28]=[C:27]([C:2]2[CH:7]=[CH:6][C:5]([C:8]([NH:11][C:12](=[O:22])[O:13][CH:14]3[CH:19]4[CH2:20][CH2:21][N:16]([CH2:17][CH2:18]4)[CH2:15]3)([CH3:10])[CH3:9])=[CH:4][CH:3]=2)[CH:26]=[N:25][CH:24]=1. The yield is 0.400.